This data is from Full USPTO retrosynthesis dataset with 1.9M reactions from patents (1976-2016). The task is: Predict the reactants needed to synthesize the given product. (1) Given the product [NH2:23][CH2:15][CH:13]([C:11]1[CH:10]=[C:9]([N:16]([CH3:22])[CH2:17][CH:18]2[CH2:20][CH:19]2[CH3:21])[N:8]=[C:7]([N:2]([CH3:1])[S:3]([CH3:6])(=[O:5])=[O:4])[CH:12]=1)[OH:14], predict the reactants needed to synthesize it. The reactants are: [CH3:1][N:2]([C:7]1[CH:12]=[C:11]([CH:13]2[CH2:15][O:14]2)[CH:10]=[C:9]([N:16]([CH3:22])[CH2:17][CH:18]2[CH2:20][CH:19]2[CH3:21])[N:8]=1)[S:3]([CH3:6])(=[O:5])=[O:4].[NH4+:23].[OH-]. (2) Given the product [NH2:1][CH2:2][C@@H:3]([C:5]1[CH:10]=[CH:9][CH:8]=[C:7]([Cl:11])[CH:6]=1)[OH:4], predict the reactants needed to synthesize it. The reactants are: [NH2:1][CH2:2][CH:3]([C:5]1[CH:10]=[CH:9][CH:8]=[C:7]([Cl:11])[CH:6]=1)[OH:4].C(OC(N[C@H](C(O)=O)CC1C=CC(O)=CC=1)=O)(C)(C)C.